From a dataset of Peptide-MHC class I binding affinity with 185,985 pairs from IEDB/IMGT. Regression. Given a peptide amino acid sequence and an MHC pseudo amino acid sequence, predict their binding affinity value. This is MHC class I binding data. The peptide sequence is FRYNGLIHR. The MHC is Patr-B1301 with pseudo-sequence Patr-B1301. The binding affinity (normalized) is 0.